From a dataset of Forward reaction prediction with 1.9M reactions from USPTO patents (1976-2016). Predict the product of the given reaction. Given the reactants [NH2:1][C:2]([NH:4][C:5]1[S:6][C:7]([C:11]2[CH:12]=[C:13]([NH:17][C:18](=[O:33])[C:19]3[CH:24]=[CH:23][C:22](OCC4C=CC=CC=4)=[CH:21][CH:20]=3)[CH:14]=[CH:15][CH:16]=2)=[C:8]([CH3:10])[N:9]=1)=[NH:3].[S:34]1[CH:38]=[C:37](C2C=CC(C(Cl)=O)=CC=2)[N:36]=[N:35]1, predict the reaction product. The product is: [NH2:1][C:2]([NH:4][C:5]1[S:6][C:7]([C:11]2[CH:12]=[C:13]([NH:17][C:18](=[O:33])[C:19]3[CH:24]=[CH:23][C:22]([C:37]4[N:36]=[N:35][S:34][CH:38]=4)=[CH:21][CH:20]=3)[CH:14]=[CH:15][CH:16]=2)=[C:8]([CH3:10])[N:9]=1)=[NH:3].